This data is from Reaction yield outcomes from USPTO patents with 853,638 reactions. The task is: Predict the reaction yield, written as a fraction of the theoretical maximum amount of product (1.0 means a 100% yield; for example, 0.34 means a 34% yield). (1) The reactants are I[C:2]1[CH:7]=[CH:6][C:5]([N+:8]([O-:10])=[O:9])=[CH:4][CH:3]=1.[N:11]1[CH:16]=[CH:15][CH:14]=[CH:13][C:12]=1[O-:17].C([N+](CCCC)(CCCC)CCCC)CCC. The catalyst is [Cu]I.CN(C=O)C. The product is [N+:8]([C:5]1[CH:6]=[CH:7][C:2]([N:11]2[CH:16]=[CH:15][CH:14]=[CH:13][C:12]2=[O:17])=[CH:3][CH:4]=1)([O-:10])=[O:9]. The yield is 0.910. (2) The reactants are [Cl:1][C:2]1[C:7]([C:8]2[N:9]=[C:10]([N:20]3[CH2:25][CH2:24][O:23][CH2:22][CH2:21]3)[S:11][C:12]=2[C:13]2[CH:18]=[CH:17][N:16]=[C:15](Cl)[N:14]=2)=[CH:6][CH:5]=[CH:4][C:3]=1[NH:26][S:27]([C:30]1[C:35]([F:36])=[CH:34][CH:33]=[CH:32][C:31]=1[F:37])(=[O:29])=[O:28].C([O-])=O.[NH4+]. The catalyst is CCOC(C)=O.CO.[OH-].[OH-].[Pd+2]. The product is [Cl:1][C:2]1[C:7]([C:8]2[N:9]=[C:10]([N:20]3[CH2:21][CH2:22][O:23][CH2:24][CH2:25]3)[S:11][C:12]=2[C:13]2[CH:18]=[CH:17][N:16]=[CH:15][N:14]=2)=[CH:6][CH:5]=[CH:4][C:3]=1[NH:26][S:27]([C:30]1[C:35]([F:36])=[CH:34][CH:33]=[CH:32][C:31]=1[F:37])(=[O:29])=[O:28]. The yield is 0.297. (3) The reactants are OC(C(F)(F)F)=O.[NH:8]1[CH2:11][CH:10]([C:12]2[CH:33]=[CH:32][C:15]3[C:16]4[N:17]=[C:18]([C:24]5[N:25]([CH:29]([CH3:31])[CH3:30])[N:26]=[CH:27][N:28]=5)[S:19][C:20]=4[CH2:21][CH2:22][O:23][C:14]=3[CH:13]=2)[CH2:9]1.C(N(CC)CC)C.Cl[CH2:42][CH2:43][S:44](Cl)(=[O:46])=[O:45]. The catalyst is C(Cl)Cl. The product is [CH:43]([S:44]([N:8]1[CH2:11][CH:10]([C:12]2[CH:33]=[CH:32][C:15]3[C:16]4[N:17]=[C:18]([C:24]5[N:25]([CH:29]([CH3:31])[CH3:30])[N:26]=[CH:27][N:28]=5)[S:19][C:20]=4[CH2:21][CH2:22][O:23][C:14]=3[CH:13]=2)[CH2:9]1)(=[O:46])=[O:45])=[CH2:42]. The yield is 0.820. (4) The reactants are [C:1]([OH:7])(=O)[CH2:2][C:3]([OH:5])=[O:4].[CH2:8]([K])[CH3:9].[Mg+2].[Cl-].[Cl-].[CH3:14][O:15][C:16]([N:18]1[CH2:23][CH2:22][CH:21](C(O)=O)[CH2:20][CH:19]1[CH2:27][C:28]1[CH:33]=[CH:32][C:31]([C:34]([F:37])([F:36])[F:35])=[CH:30][CH:29]=1)=[O:17].C(N1C=CN=C1)(N1C=CN=C1)=O. The catalyst is C1COCC1. The product is [CH2:8]([O:5][C:3](=[O:4])[CH2:2][C:1]([C@@H:21]1[CH2:22][CH2:23][N:18]([C:16]([O:15][CH3:14])=[O:17])[C@@H:19]([CH2:27][C:28]2[CH:33]=[CH:32][C:31]([C:34]([F:36])([F:35])[F:37])=[CH:30][CH:29]=2)[CH2:20]1)=[O:7])[CH3:9]. The yield is 0.429. (5) The reactants are [N:1]1[C:9]([NH2:10])=[C:8]2[C:4]([NH:5][CH:6]=[N:7]2)=[N:3][CH:2]=1.[H-].[Na+].Br[CH2:14][C:15]1[N:16]([S:30]([C:33]2[CH:38]=[CH:37][C:36]([CH3:39])=[CH:35][CH:34]=2)(=[O:32])=[O:31])[C:17]2[C:22]([C:23]=1[C:24]1[CH:29]=[CH:28][CH:27]=[CH:26][CH:25]=1)=[CH:21][CH:20]=[CH:19][CH:18]=2. The yield is 0.770. The product is [C:24]1([C:23]2[C:22]3[C:17](=[CH:18][CH:19]=[CH:20][CH:21]=3)[N:16]([S:30]([C:33]3[CH:34]=[CH:35][C:36]([CH3:39])=[CH:37][CH:38]=3)(=[O:32])=[O:31])[C:15]=2[CH2:14][N:5]2[CH:6]=[N:7][C:8]3[C:4]2=[N:3][CH:2]=[N:1][C:9]=3[NH2:10])[CH:25]=[CH:26][CH:27]=[CH:28][CH:29]=1. The catalyst is CN(C=O)C. (6) The reactants are [Si:1]([O:8][C@@H:9]1[C@@:37]2([CH3:38])[C:13](=[CH:14][CH:15]=[C:16]3[C@@H:36]2[CH2:35][CH2:34][C@@:33]2([CH3:39])[C@H:17]3[CH2:18][CH:19]=[C:20]2[C@@H:21]([S:23]C(OC2C=CC=CC=2)=O)[CH3:22])[CH2:12][C@@H:11]([OH:40])[CH2:10]1)([C:4]([CH3:7])([CH3:6])[CH3:5])([CH3:3])[CH3:2].Br[CH2:42][CH2:43][C:44]([CH3:47])([OH:46])[CH3:45].[OH-].[K+]. The catalyst is O1CCCC1.CO. The product is [Si:1]([O:8][C@@H:9]1[C@@:37]2([CH3:38])[C:13](=[CH:14][CH:15]=[C:16]3[C@@H:36]2[CH2:35][CH2:34][C@@:33]2([CH3:39])[C@H:17]3[CH2:18][CH:19]=[C:20]2[C@@H:21]([S:23][CH2:42][CH2:43][C:44]([OH:46])([CH3:47])[CH3:45])[CH3:22])[CH2:12][C@@H:11]([OH:40])[CH2:10]1)([C:4]([CH3:5])([CH3:6])[CH3:7])([CH3:2])[CH3:3]. The yield is 0.790.